Dataset: Forward reaction prediction with 1.9M reactions from USPTO patents (1976-2016). Task: Predict the product of the given reaction. Given the reactants [Br:1][C:2]1[C:7]([CH3:8])=[CH:6][C:5]([OH:9])=[C:4]([F:10])[CH:3]=1.[C:11](=O)([O-])[O-].[Cs+].[Cs+].IC, predict the reaction product. The product is: [Br:1][C:2]1[CH:3]=[C:4]([F:10])[C:5]([O:9][CH3:11])=[CH:6][C:7]=1[CH3:8].